From a dataset of Full USPTO retrosynthesis dataset with 1.9M reactions from patents (1976-2016). Predict the reactants needed to synthesize the given product. Given the product [CH3:28][N:2]([CH3:1])[C:3]1([C:22]2[CH:23]=[CH:24][CH:25]=[CH:26][CH:27]=2)[CH2:8][CH2:7][CH:6]([C:9]2[NH:10][C:11]3[C:16]([C:17]=2[CH2:18][CH2:19][CH2:20][OH:21])=[CH:15][CH:14]=[CH:13][CH:12]=3)[CH2:5][CH2:4]1, predict the reactants needed to synthesize it. The reactants are: [CH3:1][N:2]([CH3:28])[C:3]1([C:22]2[CH:27]=[CH:26][CH:25]=[CH:24][CH:23]=2)[CH2:8][CH2:7][C:6]([C:9]2[NH:10][C:11]3[C:16]([C:17]=2[CH2:18][CH2:19][CH2:20][OH:21])=[CH:15][CH:14]=[CH:13][CH:12]=3)=[CH:5][CH2:4]1.